From a dataset of Forward reaction prediction with 1.9M reactions from USPTO patents (1976-2016). Predict the product of the given reaction. (1) The product is: [NH2:1][C:2]1[CH:7]=[CH:6][C:5]([N:8]2[CH2:13][CH2:12][CH2:11][CH2:10][C:9]2=[S:25])=[C:4]([CH3:15])[CH:3]=1. Given the reactants [NH2:1][C:2]1[CH:7]=[CH:6][C:5]([N:8]2[CH2:13][CH2:12][CH2:11][CH2:10][C:9]2=O)=[C:4]([CH3:15])[CH:3]=1.COC1C=CC(P2(=S)SP(=S)(C3C=CC(OC)=CC=3)[S:25]2)=CC=1, predict the reaction product. (2) Given the reactants [CH2:1]([N:8]=[C:9]=[O:10])[C:2]1[CH:7]=[CH:6][CH:5]=[CH:4][CH:3]=1.[CH3:11][O:12][C:13]1[CH:18]=[CH:17][C:16]([CH3:19])=[CH:15][C:14]=1[NH:20][C:21]([NH:23][C:24]1[CH:29]=[CH:28][C:27]([N:30]2[CH2:35][CH2:34][NH:33][CH2:32][CH2:31]2)=[CH:26][CH:25]=1)=[O:22].CO, predict the reaction product. The product is: [CH2:1]([NH:8][C:9]([N:33]1[CH2:34][CH2:35][N:30]([C:27]2[CH:28]=[CH:29][C:24]([NH:23][C:21]([NH:20][C:14]3[CH:15]=[C:16]([CH3:19])[CH:17]=[CH:18][C:13]=3[O:12][CH3:11])=[O:22])=[CH:25][CH:26]=2)[CH2:31][CH2:32]1)=[O:10])[C:2]1[CH:7]=[CH:6][CH:5]=[CH:4][CH:3]=1. (3) Given the reactants Br[C:2]1[N:3]([CH:20]2[CH2:25][CH2:24][CH2:23][CH2:22][O:21]2)[C:4]2[C:9]([N:10]=1)=[C:8]([NH2:11])[N:7]=[C:6]([O:12][CH2:13][C:14]([CH3:19])([CH3:18])[CH2:15][CH2:16][CH3:17])[N:5]=2.[CH3:26][O-:27].[Na+], predict the reaction product. The product is: [CH3:18][C:14]([CH3:19])([CH2:15][CH2:16][CH3:17])[CH2:13][O:12][C:6]1[N:5]=[C:4]2[C:9]([N:10]=[C:2]([O:27][CH3:26])[N:3]2[CH:20]2[CH2:25][CH2:24][CH2:23][CH2:22][O:21]2)=[C:8]([NH2:11])[N:7]=1. (4) Given the reactants [C:1]1([P:7]([C:14]2[CH:19]=[CH:18][CH:17]=[CH:16][CH:15]=2)[C:8]2[CH:13]=[CH:12][CH:11]=[CH:10][CH:9]=2)[CH:6]=[CH:5][CH:4]=[CH:3][CH:2]=1.Br[CH2:21][C:22]1[S:23][CH:24]=[C:25]([C:27]2[CH:32]=[CH:31][C:30]([F:33])=[CH:29][CH:28]=2)[N:26]=1, predict the reaction product. The product is: [F:33][C:30]1[CH:29]=[CH:28][C:27]([C:25]2[N:26]=[C:22]([CH:21]=[P:7]([C:1]3[CH:2]=[CH:3][CH:4]=[CH:5][CH:6]=3)([C:8]3[CH:13]=[CH:12][CH:11]=[CH:10][CH:9]=3)[C:14]3[CH:15]=[CH:16][CH:17]=[CH:18][CH:19]=3)[S:23][CH:24]=2)=[CH:32][CH:31]=1. (5) Given the reactants [NH2:1][C:2]1[CH:3]=[C:4]([N:8]=[C:9]2[N:13]([CH2:14][C:15]3[CH:20]=[CH:19][CH:18]=[CH:17][CH:16]=3)[C:12](=[O:21])[C:11](=[C:22]3[N:26]([CH3:27])[C:25]4[CH:28]=[CH:29][CH:30]=[CH:31][C:24]=4[S:23]3)[S:10]2)[CH:5]=[CH:6][CH:7]=1.[C:32]1([S:38](Cl)(=[O:40])=[O:39])[CH:37]=[CH:36][CH:35]=[CH:34][CH:33]=1, predict the reaction product. The product is: [CH2:14]([N:13]1[C:12](=[O:21])[C:11](=[C:22]2[N:26]([CH3:27])[C:25]3[CH:28]=[CH:29][CH:30]=[CH:31][C:24]=3[S:23]2)[S:10][C:9]1=[N:8][C:4]1[CH:3]=[C:2]([NH:1][S:38]([C:32]2[CH:37]=[CH:36][CH:35]=[CH:34][CH:33]=2)(=[O:40])=[O:39])[CH:7]=[CH:6][CH:5]=1)[C:15]1[CH:20]=[CH:19][CH:18]=[CH:17][CH:16]=1. (6) The product is: [C:14]([C:2]1[CH:7]=[C:6]([C:8]([F:11])([F:10])[F:9])[CH:5]=[C:4]([CH3:12])[N:3]=1)#[N:15]. Given the reactants Br[C:2]1[CH:7]=[C:6]([C:8]([F:11])([F:10])[F:9])[CH:5]=[C:4]([CH3:12])[N:3]=1.[Cu](C#N)[C:14]#[N:15].[I-].[Na+].O, predict the reaction product.